Dataset: Catalyst prediction with 721,799 reactions and 888 catalyst types from USPTO. Task: Predict which catalyst facilitates the given reaction. (1) Reactant: [H-].[Na+].[NH:3]1[C:11]2[CH2:10][CH2:9][N:8]([C:12]([O:14][C:15]([CH3:18])([CH3:17])[CH3:16])=[O:13])[CH2:7][C:6]=2[CH:5]=[N:4]1.[CH3:19][Si:20]([CH2:23][CH2:24][O:25][CH2:26]Cl)([CH3:22])[CH3:21]. Product: [CH3:19][Si:20]([CH3:22])([CH3:21])[CH2:23][CH2:24][O:25][CH2:26][N:3]1[C:11]2[CH2:10][CH2:9][N:8]([C:12]([O:14][C:15]([CH3:18])([CH3:17])[CH3:16])=[O:13])[CH2:7][C:6]=2[CH:5]=[N:4]1. The catalyst class is: 1. (2) The catalyst class is: 8. Reactant: Cl.C(O[C:5]([C:7]1[CH:8]=[C:9]2[C:13](=[CH:14][CH:15]=1)[NH:12][N:11]=[C:10]2[C:16]1[CH:25]=[CH:24][C:23]2[C:18](=[CH:19][C:20]([O:26][CH3:27])=[CH:21][CH:22]=2)[CH:17]=1)=[NH:6])C.[N:28]1([CH2:33][C:34]([NH:36][NH2:37])=O)[CH2:32][CH2:31][CH2:30][CH2:29]1.C(N(CC)CC)C. Product: [CH3:27][O:26][C:20]1[CH:19]=[C:18]2[C:23]([CH:24]=[CH:25][C:16]([C:10]3[C:9]4[C:13](=[CH:14][CH:15]=[C:7]([C:5]5[N:6]=[C:34]([CH2:33][N:28]6[CH2:32][CH2:31][CH2:30][CH2:29]6)[NH:36][N:37]=5)[CH:8]=4)[NH:12][N:11]=3)=[CH:17]2)=[CH:22][CH:21]=1. (3) Reactant: [CH3:1][O:2][C:3]1[CH:10]=[CH:9][CH:8]=[C:7]([N+:11]([O-])=O)[C:4]=1[C:5]#[N:6].C1CCCCC=1. Product: [NH2:11][C:7]1[CH:8]=[CH:9][CH:10]=[C:3]([O:2][CH3:1])[C:4]=1[C:5]#[N:6]. The catalyst class is: 50. (4) Reactant: [C:1]([O:5][CH:6]([C:11]1[C:16]([CH3:17])=[CH:15][CH:14]=[C:13]([O:18]CC2C=CC(OC)=CC=2)[C:12]=1[C:28]1[CH:33]=[CH:32][C:31]([O:34][CH3:35])=[CH:30][CH:29]=1)[C:7]([O:9][CH3:10])=[O:8])([CH3:4])([CH3:3])[CH3:2].[H][H]. Product: [C:1]([O:5][CH:6]([C:11]1[C:16]([CH3:17])=[CH:15][CH:14]=[C:13]([OH:18])[C:12]=1[C:28]1[CH:33]=[CH:32][C:31]([O:34][CH3:35])=[CH:30][CH:29]=1)[C:7]([O:9][CH3:10])=[O:8])([CH3:3])([CH3:4])[CH3:2]. The catalyst class is: 153. (5) Reactant: [NH:1]1[CH2:6][CH2:5][O:4][CH2:3][CH2:2]1.[Br:7][C:8]1[CH:13]=[C:12]([N+:14]([O-:16])=[O:15])[CH:11]=[CH:10][C:9]=1F. Product: [Br:7][C:8]1[CH:13]=[C:12]([N+:14]([O-:16])=[O:15])[CH:11]=[CH:10][C:9]=1[N:1]1[CH2:6][CH2:5][O:4][CH2:3][CH2:2]1. The catalyst class is: 10. (6) Reactant: [F:1][C:2]1[CH:3]=[C:4]([C:9]2[C:10]([C:17]#[N:18])=[CH:11][C:12]([O:15][CH3:16])=[CH:13][CH:14]=2)[CH:5]=[C:6]([F:8])[CH:7]=1.C(#N)C.[I:22]I.[B-](F)(F)(F)F.[B-](F)(F)(F)F.C1[N+]2(CCl)CC[N+](F)(CC2)C1. Product: [F:1][C:2]1[CH:3]=[C:4]([C:9]2[C:10]([C:17]#[N:18])=[CH:11][C:12]([O:15][CH3:16])=[C:13]([I:22])[CH:14]=2)[CH:5]=[C:6]([F:8])[CH:7]=1. The catalyst class is: 674. (7) The catalyst class is: 5. Product: [ClH:1].[C:10]([CH2:9][C:4]1[CH:5]=[CH:6][CH:7]=[CH:8][C:3]=1[CH2:2][S:14][C:13](=[NH:12])[NH2:15])#[N:11]. Reactant: [Cl:1][CH2:2][C:3]1[CH:8]=[CH:7][CH:6]=[CH:5][C:4]=1[CH2:9][C:10]#[N:11].[NH2:12][C:13]([NH2:15])=[S:14]. (8) Reactant: C(OC(=O)[N:7]([O:15][CH2:16][CH2:17][CH2:18][N:19]([CH2:34][C:35]1[CH:40]=[CH:39][CH:38]=[C:37]([C:41]([F:44])([F:43])[F:42])[C:36]=1[Cl:45])[CH2:20][CH:21]([C:28]1[CH:33]=[CH:32][CH:31]=[CH:30][CH:29]=1)[C:22]1[CH:27]=[CH:26][CH:25]=[CH:24][CH:23]=1)[C:8]1[CH:13]=[CH:12][C:11]([CH3:14])=[CH:10][CH:9]=1)(C)(C)C.C(O)(C(F)(F)F)=O.C([O-])(O)=O.[Na+]. Product: [Cl:45][C:36]1[C:37]([C:41]([F:42])([F:43])[F:44])=[CH:38][CH:39]=[CH:40][C:35]=1[CH2:34][N:19]([CH2:20][CH:21]([C:22]1[CH:23]=[CH:24][CH:25]=[CH:26][CH:27]=1)[C:28]1[CH:33]=[CH:32][CH:31]=[CH:30][CH:29]=1)[CH2:18][CH2:17][CH2:16][O:15][NH:7][C:8]1[CH:9]=[CH:10][C:11]([CH3:14])=[CH:12][CH:13]=1. The catalyst class is: 2. (9) Reactant: Br[C:2]1[N:6]2[C:7](=[O:23])[CH:8]=[C:9]([CH2:11][N:12]3[C:16]([CH2:17][CH3:18])=[CH:15][C:14]([C:19]([F:22])([F:21])[F:20])=[N:13]3)[N:10]=[C:5]2[S:4][C:3]=1[CH3:24].P([O-])([O-])([O-])=O.[K+].[K+].[K+].O.[N:34]1[CH:39]=[C:38](B(O)O)[CH:37]=[N:36][CH:35]=1. Product: [CH2:17]([C:16]1[N:12]([CH2:11][C:9]2[N:10]=[C:5]3[S:4][C:3]([CH3:24])=[C:2]([C:38]4[CH:39]=[N:34][CH:35]=[N:36][CH:37]=4)[N:6]3[C:7](=[O:23])[CH:8]=2)[N:13]=[C:14]([C:19]([F:22])([F:21])[F:20])[CH:15]=1)[CH3:18]. The catalyst class is: 77. (10) Reactant: [CH2:1]([C:8]1[S:9][C:10]([CH3:29])=[C:11]([CH3:28])[C:12]=1[C:13]([C:15]1[CH:20]=[CH:19][C:18]([O:21]C)=[C:17]([CH:23]2[CH2:27][CH2:26][CH2:25][CH2:24]2)[CH:16]=1)=[O:14])[C:2]1[CH:7]=[CH:6][CH:5]=[CH:4][CH:3]=1.B(Br)(Br)Br.C(Cl)Cl. Product: [CH2:1]([C:8]1[S:9][C:10]([CH3:29])=[C:11]([CH3:28])[C:12]=1[C:13]([C:15]1[CH:20]=[CH:19][C:18]([OH:21])=[C:17]([CH:23]2[CH2:27][CH2:26][CH2:25][CH2:24]2)[CH:16]=1)=[O:14])[C:2]1[CH:3]=[CH:4][CH:5]=[CH:6][CH:7]=1. The catalyst class is: 2.